This data is from Forward reaction prediction with 1.9M reactions from USPTO patents (1976-2016). The task is: Predict the product of the given reaction. (1) Given the reactants Br[C:2]1[CH:3]=[C:4]([CH:8]=[CH:9][CH:10]=1)[C:5]([NH2:7])=[O:6].[N:11]1[CH:16]=[CH:15][C:14](/[CH:17]=[CH:18]/[C:19]2[CH:20]=[C:21]([NH2:25])[CH:22]=[CH:23][CH:24]=2)=[CH:13][CH:12]=1.CC(C1C=C(C(C)C)C(C2C=CC=CC=2P(C2CCCCC2)C2CCCCC2)=C(C(C)C)C=1)C.C([O-])([O-])=O.[K+].[K+], predict the reaction product. The product is: [N:11]1[CH:16]=[CH:15][C:14]([CH:17]=[CH:18][C:19]2[CH:20]=[C:21]([NH:25][C:2]3[CH:3]=[C:4]([CH:8]=[CH:9][CH:10]=3)[C:5]([NH2:7])=[O:6])[CH:22]=[CH:23][CH:24]=2)=[CH:13][CH:12]=1. (2) Given the reactants [NH2:1][C:2]1[CH:7]=[CH:6][C:5]([S:8]([NH:11][C:12]([C:14]2[CH:19]=[CH:18][C:17]([C:20]3[CH:25]=[CH:24][C:23]([F:26])=[CH:22][CH:21]=3)=[CH:16][CH:15]=2)=[O:13])(=[O:10])=[O:9])=[CH:4][C:3]=1[N+:27]([O-:29])=[O:28].[H-].[Na+].[C:32]12([C:42](Cl)=[O:43])[CH2:41][CH:36]3[CH2:37][CH:38]([CH2:40][CH:34]([CH2:35]3)[CH2:33]1)[CH2:39]2.Cl, predict the reaction product. The product is: [F:26][C:23]1[CH:24]=[CH:25][C:20]([C:17]2[CH:16]=[CH:15][C:14]([C:12]([NH:11][S:8]([C:5]3[CH:6]=[CH:7][C:2]([NH:1][C:42]([C:32]45[CH2:41][CH:36]6[CH2:35][CH:34]([CH2:40][CH:38]([CH2:37]6)[CH2:39]4)[CH2:33]5)=[O:43])=[C:3]([N+:27]([O-:29])=[O:28])[CH:4]=3)(=[O:10])=[O:9])=[O:13])=[CH:19][CH:18]=2)=[CH:21][CH:22]=1. (3) Given the reactants [C:1]([C:3]1[CH:4]=[C:5]([CH:28]=[CH:29][CH:30]=1)[CH2:6][C:7]1[CH:27]=[CH:26][CH:25]=[CH:24][C:8]=1[CH:9]=[N:10][CH:11]([C:18]1[CH:23]=[CH:22][CH:21]=[CH:20][CH:19]=1)[C:12]1[CH:17]=[CH:16][CH:15]=[CH:14][CH:13]=1)#[N:2].[CH3:31][C:32](C)([O-])[CH3:33].[K+].C(Br)C#C, predict the reaction product. The product is: [C:18]1([C:11]([C:12]2[CH:17]=[CH:16][CH:15]=[CH:14][CH:13]=2)=[N:10][CH:9]([CH2:33][C:32]#[CH:31])[C:8]2[CH:24]=[CH:25][CH:26]=[CH:27][C:7]=2[CH2:6][C:5]2[CH:28]=[CH:29][CH:30]=[C:3]([C:1]#[N:2])[CH:4]=2)[CH:19]=[CH:20][CH:21]=[CH:22][CH:23]=1. (4) Given the reactants [NH4+].[N+:2]([CH2:5][C:6]([NH-:8])=[O:7])([O-:4])=[O:3].C([O-])(=O)C.[NH2+]1CCCCC1.C(O[CH:22]=[CH:23][C:24](=O)[C:25]([F:28])([F:27])[F:26])C.Cl, predict the reaction product. The product is: [N+:2]([C:5]1[C:6](=[O:7])[NH:8][C:24]([C:25]([F:28])([F:27])[F:26])=[CH:23][CH:22]=1)([O-:4])=[O:3]. (5) The product is: [F:34][C:32]1[CH:31]=[CH:30][C:4]([CH2:5][NH:6][C:7]([C:9]2[N:10]=[C:11]3[N:16]([C:17](=[O:27])[C:18]=2[O:19][CH2:20][C:21]2[CH:26]=[CH:25][CH:24]=[CH:23][CH:22]=2)[CH2:15][CH2:14][O:13][C:12]3([CH3:29])[CH3:28])=[O:8])=[C:3]([C:1]2[O:36][N:35]=[C:38]([CH3:40])[CH:2]=2)[CH:33]=1. Given the reactants [C:1]([C:3]1[CH:33]=[C:32]([F:34])[CH:31]=[CH:30][C:4]=1[CH2:5][NH:6][C:7]([C:9]1[N:10]=[C:11]2[N:16]([C:17](=[O:27])[C:18]=1[O:19][CH2:20][C:21]1[CH:26]=[CH:25][CH:24]=[CH:23][CH:22]=1)[CH2:15][CH2:14][O:13][C:12]2([CH3:29])[CH3:28])=[O:8])#[CH:2].[N+:35]([CH3:38])([O-])=[O:36].[Cl-].[CH3:40]OC1N=C(OC)N=C([N+]2(C)CCOCC2)N=1, predict the reaction product. (6) Given the reactants [CH3:1][Si]([N-][Si](C)(C)C)(C)C.[Li+].[CH:11]([C:13]1[CH:14]=[C:15]([CH:20]=[CH:21][C:22]=1[OH:23])[C:16]([O:18][CH3:19])=[O:17])=O.Cl, predict the reaction product. The product is: [OH:23][C:22]1[CH:21]=[CH:20][C:15]([C:16]([O:18][CH3:19])=[O:17])=[CH:14][C:13]=1[CH:11]=[CH2:1].